Dataset: Catalyst prediction with 721,799 reactions and 888 catalyst types from USPTO. Task: Predict which catalyst facilitates the given reaction. (1) Reactant: [O:1]=[C:2]1[C:10]2[C:5](=[C:6]([C:11]([OH:13])=O)[CH:7]=[CH:8][CH:9]=2)[N:4]2[CH:14]=[CH:15][CH:16]=[C:3]12.CN(C(ON1N=NC2C1=CC=CC=2)=[N+](C)C)C.F[P-](F)(F)(F)(F)F.C(N(C(C)C)CC)(C)C.[F:50][C:51]1[CH:56]=[CH:55][C:54]([NH2:57])=[C:53]([NH2:58])[CH:52]=1. Product: [NH2:58][C:53]1[CH:52]=[C:51]([F:50])[CH:56]=[CH:55][C:54]=1[NH:57][C:11]([C:6]1[CH:7]=[CH:8][CH:9]=[C:10]2[C:5]=1[N:4]1[CH:14]=[CH:15][CH:16]=[C:3]1[C:2]2=[O:1])=[O:13]. The catalyst class is: 7. (2) Reactant: [F:1][C:2]([F:25])([F:24])[C:3]1[CH:23]=[CH:22][CH:21]=[CH:20][C:4]=1[O:5][CH:6]1[CH2:11][CH2:10][N:9]([C:12]2[S:13][C:14]([C:17](=[S:19])[NH2:18])=[CH:15][N:16]=2)[CH2:8][CH2:7]1.Cl[CH2:27][C:28](=O)[CH2:29][C:30]([O:32][CH3:33])=[O:31]. Product: [F:25][C:2]([F:1])([F:24])[C:3]1[CH:23]=[CH:22][CH:21]=[CH:20][C:4]=1[O:5][CH:6]1[CH2:11][CH2:10][N:9]([C:12]2[S:13][C:14]([C:17]3[S:19][CH:27]=[C:28]([CH2:29][C:30]([O:32][CH3:33])=[O:31])[N:18]=3)=[CH:15][N:16]=2)[CH2:8][CH2:7]1. The catalyst class is: 24. (3) Reactant: C1([N:5]2[CH2:10][CH2:9][C:8]([C:12]3[CH:17]=[CH:16][C:15]([NH:18]C4C(C(N)=O)=NC=C(N5CCC[C@@H](NC(N(C)C)=O)[C@H]5C)N=4)=[CH:14][CH:13]=3)([CH3:11])[CH2:7][CH2:6]2)CCC1.C1(P([C:54]2C=CC=C[C:55]=2[C:60]2C=CC=CC=2)C2CCCCC2)CCCCC1.[Li+].C[Si]([N-][Si](C)(C)C)(C)C. Product: [CH:60]1([N:5]2[CH2:6][CH2:7][C:8]([C:12]3[CH:13]=[CH:14][C:15]([NH2:18])=[CH:16][CH:17]=3)([CH3:11])[CH2:9][CH2:10]2)[CH2:55][CH2:54]1. The catalyst class is: 443. (4) Reactant: C([O:5][C:6](=[O:24])/[CH:7]=[CH:8]/[C:9]1[CH:13]=[CH:12][N:11]([S:14]([C:17]2[CH:22]=[CH:21][C:20]([CH3:23])=[CH:19][CH:18]=2)(=[O:16])=[O:15])[CH:10]=1)(C)(C)C.FC(F)(F)C(O)=O. Product: [C:20]1([CH3:23])[CH:19]=[CH:18][C:17]([S:14]([N:11]2[CH:12]=[CH:13][C:9](/[CH:8]=[CH:7]/[C:6]([OH:24])=[O:5])=[CH:10]2)(=[O:15])=[O:16])=[CH:22][CH:21]=1. The catalyst class is: 4. (5) Reactant: [CH2:1]([C:3]1([C:15]2[CH:20]=[CH:19][CH:18]=[C:17]([O:21]C)[CH:16]=2)[CH2:9][CH2:8][CH2:7][CH2:6][N:5]([CH2:10][CH2:11][CH2:12][OH:13])[C:4]1=[O:14])[CH3:2].B(Br)(Br)Br. Product: [CH2:1]([C:3]1([C:15]2[CH:20]=[CH:19][CH:18]=[C:17]([OH:21])[CH:16]=2)[CH2:9][CH2:8][CH2:7][CH2:6][N:5]([CH2:10][CH2:11][CH2:12][OH:13])[C:4]1=[O:14])[CH3:2]. The catalyst class is: 2. (6) Reactant: Cl[C:2]1[C:11]2[C:6](=[CH:7][CH:8]=[C:9]([Cl:12])[CH:10]=2)[CH:5]=[C:4]([C:13]#[N:14])[N:3]=1.[NH2:15][C@H:16]1[CH2:20][CH2:19][N:18]([C:21]([O:23][C:24]([CH3:27])([CH3:26])[CH3:25])=[O:22])[CH2:17]1.CCN(CC)CC. Product: [Cl:12][C:9]1[CH:10]=[C:11]2[C:6]([CH:5]=[C:4]([C:13]#[N:14])[N:3]=[C:2]2[NH:15][C@H:16]2[CH2:20][CH2:19][N:18]([C:21]([O:23][C:24]([CH3:27])([CH3:26])[CH3:25])=[O:22])[CH2:17]2)=[CH:7][CH:8]=1. The catalyst class is: 37. (7) Reactant: [NH2:1][C:2]1[CH:3]=[C:4]([CH:19]=[CH:20][CH:21]=1)[CH2:5][N:6]1[CH2:10][CH2:9][C@@H:8]([NH:11][C:12](=[O:18])[O:13][C:14]([CH3:17])([CH3:16])[CH3:15])[CH2:7]1.N1C=CC=CC=1.[C:28](OC(=O)C)(=[O:30])[CH3:29].O. Product: [C:28]([NH:1][C:2]1[CH:3]=[C:4]([CH:19]=[CH:20][CH:21]=1)[CH2:5][N:6]1[CH2:10][CH2:9][C@@H:8]([NH:11][C:12](=[O:18])[O:13][C:14]([CH3:15])([CH3:16])[CH3:17])[CH2:7]1)(=[O:30])[CH3:29]. The catalyst class is: 2.